From a dataset of Catalyst prediction with 721,799 reactions and 888 catalyst types from USPTO. Predict which catalyst facilitates the given reaction. (1) Reactant: Cl[C:2]1[CH:7]=[C:6](Cl)[N:5]=[CH:4][N:3]=1.[CH2:9]([O:11][C:12](=[O:20])[C:13]1[CH:18]=[CH:17][C:16]([NH2:19])=[CH:15][CH:14]=1)[CH3:10].CCN(C(C)C)C(C)C.[CH2:30]([CH2:32][NH2:33])[OH:31]. Product: [OH:31][CH2:30][CH2:32][NH:33][C:6]1[N:5]=[CH:4][N:3]=[C:2]([NH:19][C:16]2[CH:17]=[CH:18][C:13]([C:12]([O:11][CH2:9][CH3:10])=[O:20])=[CH:14][CH:15]=2)[CH:7]=1. The catalyst class is: 114. (2) Reactant: C1(P(C2C=CC=CC=2)C2C=CC=CC=2)C=CC=CC=1.BrN1C(=O)CCC1=O.[Cl:28][C:29]1[CH:30]=[C:31](/[C:41](=[CH:45]\[CH:46]2[CH2:50][CH2:49][CH2:48][CH2:47]2)/[C:42](O)=[O:43])[CH:32]=[CH:33][C:34]=1[N:35]1[C:39]([CH3:40])=[N:38][N:37]=[N:36]1.[NH2:51][C:52]1[S:53][CH:54]=[CH:55][N:56]=1. Product: [Cl:28][C:29]1[CH:30]=[C:31](/[C:41](=[CH:45]\[CH:46]2[CH2:47][CH2:48][CH2:49][CH2:50]2)/[C:42]([NH:51][C:52]2[S:53][CH:54]=[CH:55][N:56]=2)=[O:43])[CH:32]=[CH:33][C:34]=1[N:35]1[C:39]([CH3:40])=[N:38][N:37]=[N:36]1. The catalyst class is: 2. (3) Reactant: C(OC(=O)[NH:10][C:11]1[CH:16]=[CH:15][CH:14]=[C:13]([CH:17]([N:27]([C:32]([O:34][C:35]([CH3:38])([CH3:37])[CH3:36])=[O:33])[CH2:28][CH2:29][O:30][CH3:31])[CH2:18][O:19][Si:20]([C:23]([CH3:26])([CH3:25])[CH3:24])([CH3:22])[CH3:21])[CH:12]=1)C1C=CC=CC=1. Product: [NH2:10][C:11]1[CH:12]=[C:13]([CH:17]([N:27]([CH2:28][CH2:29][O:30][CH3:31])[C:32](=[O:33])[O:34][C:35]([CH3:36])([CH3:37])[CH3:38])[CH2:18][O:19][Si:20]([C:23]([CH3:26])([CH3:25])[CH3:24])([CH3:21])[CH3:22])[CH:14]=[CH:15][CH:16]=1. The catalyst class is: 33. (4) Reactant: [C:1](=[O:3])=[O:2].[C:4](=[O:7])([OH:6])[O-:5]. Product: [C:4](=[O:5])([OH:7])[O-:6].[C:1](=[O:5])([O-:3])[O-:2].[C:1](=[O:3])=[O:2]. The catalyst class is: 6. (5) Reactant: [OH-].[Na+].C[O:4][C:5](=[O:31])[C:6]1[CH:11]=[CH:10][C:9]([O:12][C:13]2[C:14]3[CH2:30][CH2:29][CH2:28][C:15]=3[N:16]=[C:17]([C:19]3[CH:24]=[CH:23][C:22]([O:25][CH3:26])=[C:21]([F:27])[CH:20]=3)[N:18]=2)=[CH:8][CH:7]=1.O1CCOCC1.Cl. Product: [F:27][C:21]1[CH:20]=[C:19]([C:17]2[N:18]=[C:13]([O:12][C:9]3[CH:8]=[CH:7][C:6]([C:5]([OH:31])=[O:4])=[CH:11][CH:10]=3)[C:14]3[CH2:30][CH2:29][CH2:28][C:15]=3[N:16]=2)[CH:24]=[CH:23][C:22]=1[O:25][CH3:26]. The catalyst class is: 5. (6) The catalyst class is: 4. Product: [CH2:15]([O:27][C:23](=[O:24])[CH2:19][C:20]([NH:8][CH2:7][CH2:6][C:5]([O:4][CH2:2][CH3:3])=[O:9])=[O:21])[CH3:16]. Reactant: Cl.[CH2:2]([O:4][C:5](=[O:9])[CH2:6][CH2:7][NH2:8])[CH3:3].C(N([CH2:15][CH3:16])CC)C.C([CH:19]([C:23](Cl)=[O:24])[C:20](Cl)=[O:21])C.C([O-])([O-])=[O:27].[K+].[K+]. (7) Reactant: [O:1]=[C:2]1[NH:7][CH:6]2[CH:4]([CH2:5]2)[N:3]1[C:8]([O:10][CH2:11][C:12]1[CH:17]=[CH:16][CH:15]=[CH:14][CH:13]=1)=[O:9].Br[C:19]1[CH:24]=[CH:23][N:22]=[C:21]([C:25]([F:28])([F:27])[F:26])[CH:20]=1.CC1(C)C2C(=C(P(C3C=CC=CC=3)C3C=CC=CC=3)C=CC=2)OC2C(P(C3C=CC=CC=3)C3C=CC=CC=3)=CC=CC1=2.C(=O)([O-])[O-].[Cs+].[Cs+]. Product: [O:1]=[C:2]1[N:7]([C:19]2[CH:24]=[CH:23][N:22]=[C:21]([C:25]([F:28])([F:27])[F:26])[CH:20]=2)[CH:6]2[CH:4]([CH2:5]2)[N:3]1[C:8]([O:10][CH2:11][C:12]1[CH:17]=[CH:16][CH:15]=[CH:14][CH:13]=1)=[O:9]. The catalyst class is: 102. (8) Reactant: [CH3:1][O:2][C:3]1[CH:19]=[C:18]([O:20][CH3:21])[CH:17]=[CH:16][C:4]=1[CH2:5][NH:6][S:7]([C:10]1[CH:15]=[CH:14][N:13]=[CH:12][CH:11]=1)(=[O:9])=[O:8].[CH3:22][C:23]([C:29]1[CH:36]=[CH:35][C:32]([CH2:33]O)=[CH:31][CH:30]=1)([CH3:28])[CH2:24][CH2:25][CH2:26][CH3:27].C(P(CCCC)CCCC)CCC.CN(C)C(N=NC(N(C)C)=O)=O. Product: [CH3:1][O:2][C:3]1[CH:19]=[C:18]([O:20][CH3:21])[CH:17]=[CH:16][C:4]=1[CH2:5][N:6]([CH2:33][C:32]1[CH:35]=[CH:36][C:29]([C:23]([CH3:22])([CH3:28])[CH2:24][CH2:25][CH2:26][CH3:27])=[CH:30][CH:31]=1)[S:7]([C:10]1[CH:11]=[CH:12][N:13]=[CH:14][CH:15]=1)(=[O:9])=[O:8]. The catalyst class is: 7. (9) Reactant: [CH2:1]([C:18]([OH:20])=[O:19])[CH2:2][CH2:3][CH2:4][CH2:5][CH2:6][CH2:7][CH2:8][CH2:9][CH2:10][CH2:11][CH2:12][CH2:13][CH2:14][C:15]([OH:17])=[O:16].[CH2:21](O)[C:22]1[CH:27]=[CH:26][CH:25]=[CH:24][CH:23]=1.[C:29]1([CH3:39])[CH:34]=[CH:33][C:32](S(O)(=O)=O)=[CH:31][CH:30]=1. Product: [CH2:21]([O:16][C:15]([CH2:14][CH2:13][CH2:12][CH2:11][CH2:10][CH2:9][CH2:8][CH2:7][CH2:6][CH2:5][CH2:4][CH2:3][CH2:2][CH2:1][C:18]([O:20][CH2:39][C:29]1[CH:34]=[CH:33][CH:32]=[CH:31][CH:30]=1)=[O:19])=[O:17])[C:22]1[CH:27]=[CH:26][CH:25]=[CH:24][CH:23]=1. The catalyst class is: 11.